From a dataset of Full USPTO retrosynthesis dataset with 1.9M reactions from patents (1976-2016). Predict the reactants needed to synthesize the given product. (1) Given the product [O:27]=[C:13]1[C:6]2[C:10]([CH:9]=[CH:8][N:7]=2)=[N:11][C:12]1=[O:14], predict the reactants needed to synthesize it. The reactants are: S1C=CC=C1[C:6]1[NH:7][C:8](=O)[C:9]2[C:13]=1[C:12](=[O:14])[NH:11][C:10]=2C1SC=CC=1.BrN1C(=[O:27])CCC1=O.ClCCl. (2) Given the product [NH2:1][C:2]1[N:3]=[C:4]([CH3:24])[C:5]2[CH:11]=[C:10]([C:36]3[CH:35]=[N:34][C:33]([O:32][CH3:31])=[CH:38][CH:37]=3)[C:9](=[O:13])[N:8]([C@H:14]3[CH2:19][CH2:18][C@@H:17]([O:20][CH2:21][CH2:22][OH:23])[CH2:16][CH2:15]3)[C:6]=2[N:7]=1, predict the reactants needed to synthesize it. The reactants are: [NH2:1][C:2]1[N:3]=[C:4]([CH3:24])[C:5]2[CH:11]=[C:10](Br)[C:9](=[O:13])[N:8]([C@H:14]3[CH2:19][CH2:18][C@@H:17]([O:20][CH2:21][CH2:22][OH:23])[CH2:16][CH2:15]3)[C:6]=2[N:7]=1.C(=O)([O-])[O-].[K+].[K+].[CH3:31][O:32][C:33]1[CH:38]=[CH:37][C:36](B(O)O)=[CH:35][N:34]=1. (3) Given the product [CH3:8][C@H:9]1[CH2:10][C@H:11]([CH2:14][N:15]2[C:23]3[C:18](=[N:19][C:20]([C:24]4[CH:25]=[N:26][N:27]([CH:29]5[CH2:34][CH2:33][CH2:32][CH2:31][O:30]5)[CH:28]=4)=[CH:21][CH:22]=3)[CH:17]=[CH:16]2)[CH2:12][N:13]1[C:35](=[O:44])[CH2:36][CH2:37][C:38]1[CH:43]=[CH:42][CH:41]=[CH:40][CH:39]=1, predict the reactants needed to synthesize it. The reactants are: C(N(CC)CC)C.[CH3:8][C@@H:9]1[NH:13][CH2:12][C@@H:11]([CH2:14][N:15]2[C:23]3[C:18](=[N:19][C:20]([C:24]4[CH:25]=[N:26][N:27]([CH:29]5[CH2:34][CH2:33][CH2:32][CH2:31][O:30]5)[CH:28]=4)=[CH:21][CH:22]=3)[CH:17]=[CH:16]2)[CH2:10]1.[C:35](Cl)(=[O:44])[CH2:36][CH2:37][C:38]1[CH:43]=[CH:42][CH:41]=[CH:40][CH:39]=1.C(=O)(O)[O-].[Na+].